This data is from Forward reaction prediction with 1.9M reactions from USPTO patents (1976-2016). The task is: Predict the product of the given reaction. (1) Given the reactants [F:1][C:2]1[CH:7]=[CH:6][C:5]([N:8]2[CH:12]([C:13]3[CH:18]=[CH:17][C:16]([N+:19]([O-])=O)=[CH:15][CH:14]=3)[CH2:11][CH2:10][CH:9]2[C:22]2[CH:27]=[CH:26][C:25]([C:28]3[N:29]=[C:30]([C@@H:33]4[CH2:37][CH2:36][CH2:35][N:34]4[C:38]([O:40][C:41]([CH3:44])([CH3:43])[CH3:42])=[O:39])[NH:31][CH:32]=3)=[CH:24][CH:23]=2)=[CH:4][CH:3]=1.[H][H], predict the reaction product. The product is: [NH2:19][C:16]1[CH:17]=[CH:18][C:13]([CH:12]2[N:8]([C:5]3[CH:4]=[CH:3][C:2]([F:1])=[CH:7][CH:6]=3)[CH:9]([C:22]3[CH:27]=[CH:26][C:25]([C:28]4[N:29]=[C:30]([C@@H:33]5[CH2:37][CH2:36][CH2:35][N:34]5[C:38]([O:40][C:41]([CH3:44])([CH3:43])[CH3:42])=[O:39])[NH:31][CH:32]=4)=[CH:24][CH:23]=3)[CH2:10][CH2:11]2)=[CH:14][CH:15]=1. (2) Given the reactants CC1(C)C(C)(C)OB([C:9]2[C:10]([NH:15]C(=O)OC(C)(C)C)=[N:11][CH:12]=[CH:13][CH:14]=2)O1.Br[C:25]1[C:26]([C:31]#[N:32])=[N:27][CH:28]=[CH:29][CH:30]=1.C(=O)([O-])[O-].[Na+].[Na+], predict the reaction product. The product is: [CH:14]1[C:9]2=[C:25]3[C:26](=[C:31]([NH2:32])[N:15]=[C:10]2[N:11]=[CH:12][CH:13]=1)[N:27]=[CH:28][CH:29]=[CH:30]3. (3) Given the reactants C[C:2]1[N:7]=[N:6][C:5]([C:8]2[CH:13]=[CH:12][CH:11]=[CH:10][CH:9]=2)=[C:4]([C:14]([OH:16])=O)[C:3]=1[C:17]1[CH:22]=[CH:21][CH:20]=[CH:19][CH:18]=1.C(Cl)(=O)C(Cl)=O.C[ClH]N.[CH2:32]([N:34](CC)CC)C, predict the reaction product. The product is: [CH3:32][NH:34][C:14]([C:4]1[C:3]([C:17]2[CH:22]=[CH:21][CH:20]=[CH:19][CH:18]=2)=[CH:2][N:7]=[N:6][C:5]=1[C:8]1[CH:13]=[CH:12][CH:11]=[CH:10][CH:9]=1)=[O:16]. (4) Given the reactants [H-].[Na+].[C:3]([CH2:5]P(=O)(OCC)OCC)#[N:4].[CH2:14]([N:18]([CH2:31][CH2:32][CH2:33][CH3:34])[C:19]1[CH:24]=[CH:23][C:22]([CH:25]=[CH:26][CH:27]=O)=[C:21]([O:29][CH3:30])[CH:20]=1)[CH2:15][CH2:16][CH3:17].O, predict the reaction product. The product is: [CH2:14]([N:18]([CH2:31][CH2:32][CH2:33][CH3:34])[C:19]1[CH:24]=[CH:23][C:22]([CH:25]=[CH:26][CH:27]=[CH:5][C:3]#[N:4])=[C:21]([O:29][CH3:30])[CH:20]=1)[CH2:15][CH2:16][CH3:17]. (5) Given the reactants Br[C:2](=[CH:5]OC(C)C)[CH:3]=[O:4].[NH2:10][C:11]1[C:19]2[C:14](=[CH:15][CH:16]=[CH:17][CH:18]=2)[CH2:13][N:12]=1.C(N(CC)CC)C, predict the reaction product. The product is: [N:10]1[C:2]([CH:3]=[O:4])=[CH:5][N:12]2[CH2:13][C:14]3[C:19](=[CH:18][CH:17]=[CH:16][CH:15]=3)[C:11]=12. (6) Given the reactants [F:1][C:2]([F:11])([C:5]1[CH:10]=[CH:9][CH:8]=[CH:7][CH:6]=1)[CH2:3][OH:4].[Br:12][CH2:13][CH2:14][CH2:15][CH2:16][CH2:17][CH2:18]OCC(F)(F)CCC1C=CC=CC=1, predict the reaction product. The product is: [Br:12][CH2:13][CH2:14][CH2:15][CH2:16][CH2:17][CH2:18][O:4][CH2:3][C:2]([C:5]1[CH:6]=[CH:7][CH:8]=[CH:9][CH:10]=1)([F:11])[F:1].